From a dataset of Peptide-MHC class II binding affinity with 134,281 pairs from IEDB. Regression. Given a peptide amino acid sequence and an MHC pseudo amino acid sequence, predict their binding affinity value. This is MHC class II binding data. (1) The peptide sequence is LKDLWDYMLNSTGGI. The MHC is DRB1_0405 with pseudo-sequence DRB1_0405. The binding affinity (normalized) is 0.669. (2) The peptide sequence is KEDIEIIPIQEEEY. The MHC is HLA-DQA10101-DQB10501 with pseudo-sequence HLA-DQA10101-DQB10501. The binding affinity (normalized) is 0.463. (3) The binding affinity (normalized) is 0.0930. The peptide sequence is KAIKESTGGAYDTYK. The MHC is DRB1_0301 with pseudo-sequence DRB1_0301. (4) The binding affinity (normalized) is 0.905. The MHC is DRB1_0101 with pseudo-sequence DRB1_0101. The peptide sequence is DVPDYASLRSLVASS.